From a dataset of NCI-60 drug combinations with 297,098 pairs across 59 cell lines. Regression. Given two drug SMILES strings and cell line genomic features, predict the synergy score measuring deviation from expected non-interaction effect. (1) Drug 1: CC1C(C(=O)NC(C(=O)N2CCCC2C(=O)N(CC(=O)N(C(C(=O)O1)C(C)C)C)C)C(C)C)NC(=O)C3=C4C(=C(C=C3)C)OC5=C(C(=O)C(=C(C5=N4)C(=O)NC6C(OC(=O)C(N(C(=O)CN(C(=O)C7CCCN7C(=O)C(NC6=O)C(C)C)C)C)C(C)C)C)N)C. Drug 2: N.N.Cl[Pt+2]Cl. Cell line: OVCAR-8. Synergy scores: CSS=49.2, Synergy_ZIP=-13.7, Synergy_Bliss=-3.73, Synergy_Loewe=-1.69, Synergy_HSA=1.70. (2) Drug 1: C1=NC2=C(N1)C(=S)N=CN2. Drug 2: C1C(C(OC1N2C=NC3=C2NC=NCC3O)CO)O. Cell line: SK-MEL-5. Synergy scores: CSS=18.6, Synergy_ZIP=-8.20, Synergy_Bliss=-2.65, Synergy_Loewe=-13.4, Synergy_HSA=-2.38. (3) Drug 1: COC1=C(C=C2C(=C1)N=CN=C2NC3=CC(=C(C=C3)F)Cl)OCCCN4CCOCC4. Drug 2: CC1=C(N=C(N=C1N)C(CC(=O)N)NCC(C(=O)N)N)C(=O)NC(C(C2=CN=CN2)OC3C(C(C(C(O3)CO)O)O)OC4C(C(C(C(O4)CO)O)OC(=O)N)O)C(=O)NC(C)C(C(C)C(=O)NC(C(C)O)C(=O)NCCC5=NC(=CS5)C6=NC(=CS6)C(=O)NCCC[S+](C)C)O. Cell line: RXF 393. Synergy scores: CSS=23.8, Synergy_ZIP=-4.85, Synergy_Bliss=-1.20, Synergy_Loewe=-0.0658, Synergy_HSA=0.984. (4) Drug 2: CN(C(=O)NC(C=O)C(C(C(CO)O)O)O)N=O. Synergy scores: CSS=51.4, Synergy_ZIP=-4.57, Synergy_Bliss=-7.88, Synergy_Loewe=-15.1, Synergy_HSA=-5.77. Cell line: RPMI-8226. Drug 1: C1=CC(=CC=C1CCCC(=O)O)N(CCCl)CCCl. (5) Drug 1: CC(CN1CC(=O)NC(=O)C1)N2CC(=O)NC(=O)C2. Drug 2: CN(C(=O)NC(C=O)C(C(C(CO)O)O)O)N=O. Cell line: RXF 393. Synergy scores: CSS=12.0, Synergy_ZIP=-2.36, Synergy_Bliss=-0.547, Synergy_Loewe=-7.86, Synergy_HSA=-0.789. (6) Drug 1: CC(CN1CC(=O)NC(=O)C1)N2CC(=O)NC(=O)C2. Drug 2: C1=NC2=C(N=C(N=C2N1C3C(C(C(O3)CO)O)O)F)N. Cell line: HT29. Synergy scores: CSS=32.1, Synergy_ZIP=-10.2, Synergy_Bliss=-0.621, Synergy_Loewe=-3.59, Synergy_HSA=-1.87.